Dataset: Catalyst prediction with 721,799 reactions and 888 catalyst types from USPTO. Task: Predict which catalyst facilitates the given reaction. Reactant: [OH:1][C:2]1[C:3]2[CH:14]=[CH:13][CH:12]=[CH:11][C:4]=2[S:5][C:6]=1[C:7]([O:9][CH3:10])=[O:8].[CH:15](I)([CH3:17])[CH3:16].C(=O)([O-])[O-].[K+].[K+].CN(C)C=O. Product: [CH:15]([O:1][C:2]1[C:3]2[CH:14]=[CH:13][CH:12]=[CH:11][C:4]=2[S:5][C:6]=1[C:7]([O:9][CH3:10])=[O:8])([CH3:17])[CH3:16]. The catalyst class is: 310.